From a dataset of Full USPTO retrosynthesis dataset with 1.9M reactions from patents (1976-2016). Predict the reactants needed to synthesize the given product. (1) Given the product [CH2:1]([C:3]1[S:7][C:6]([C:8](=[O:10])[CH2:9][CH2:22][C:21]2[CH:24]=[C:25]([CH3:28])[C:26]([OH:27])=[C:19]([CH3:18])[CH:20]=2)=[CH:5][C:4]=1[C:11]1[CH:16]=[CH:15][CH:14]=[CH:13][C:12]=1[CH3:17])[CH3:2], predict the reactants needed to synthesize it. The reactants are: [CH2:1]([C:3]1[S:7][C:6]([C:8](=[O:10])[CH3:9])=[CH:5][C:4]=1[C:11]1[CH:16]=[CH:15][CH:14]=[CH:13][C:12]=1[CH3:17])[CH3:2].[CH3:18][C:19]1[CH:20]=[C:21]([CH:24]=[C:25]([CH3:28])[C:26]=1[OH:27])[CH:22]=O. (2) Given the product [CH2:1]([O:3][C:4](=[O:15])[C:5]([C:12](=[O:14])[CH3:13])([CH2:18][CH2:19][CH3:20])[CH2:6][C:7]([O:9][CH2:10][CH3:11])=[O:8])[CH3:2], predict the reactants needed to synthesize it. The reactants are: [CH2:1]([O:3][C:4](=[O:15])[CH:5]([C:12](=[O:14])[CH3:13])[CH2:6][C:7]([O:9][CH2:10][CH3:11])=[O:8])[CH3:2].[H-].[Na+].[CH2:18](I)[CH2:19][CH3:20].[Na+].[Cl-]. (3) Given the product [Cl:27][C:14]1[CH:15]=[C:16]2[C:11](=[CH:12][CH:13]=1)[N:10]=[C:9]([N:28]1[CH2:32][CH2:31][CH2:30][CH2:29]1)[C:8]([C:6]([OH:7])=[O:5])=[C:17]2[C:18]1[CH:23]=[CH:22][CH:21]=[C:20]([CH:24]([CH3:26])[CH3:25])[CH:19]=1, predict the reactants needed to synthesize it. The reactants are: C([O:5][C:6]([C:8]1[C:9]([N:28]2[CH2:32][CH2:31][CH2:30][CH2:29]2)=[N:10][C:11]2[C:16]([C:17]=1[C:18]1[CH:23]=[CH:22][CH:21]=[C:20]([CH:24]([CH3:26])[CH3:25])[CH:19]=1)=[CH:15][C:14]([Cl:27])=[CH:13][CH:12]=2)=[O:7])(C)(C)C.Cl. (4) Given the product [NH2:1][C:2]1[C:11]2[C:6](=[CH:7][C:8]([CH2:12][N:13]3[CH2:18][C@H:17]([CH3:19])[N:16]([C:59](=[O:60])[CH:58]=[CH:57][C:55]4[S:56][C:52]([Cl:51])=[CH:53][CH:54]=4)[C@@H:15]([CH3:20])[C:14]3=[O:21])=[CH:9][CH:10]=2)[N:5]=[CH:4][N:3]=1, predict the reactants needed to synthesize it. The reactants are: [NH2:1][C:2]1[C:11]2[C:6](=[CH:7][C:8]([CH2:12][N:13]3[CH2:18][C@H:17]([CH3:19])[NH:16][C@@H:15]([CH3:20])[C:14]3=[O:21])=[CH:9][CH:10]=2)[N:5]=[CH:4][N:3]=1.CN(C(ON1N=NC2C=CC=CC1=2)=[N+](C)C)C.[B-](F)(F)(F)F.C(N(CC)CC)C.[Cl:51][C:52]1[S:56][C:55]([CH:57]=[CH:58][C:59](O)=[O:60])=[CH:54][CH:53]=1. (5) Given the product [F:13][C:10]([F:11])([F:12])[S:7]([O:6][C:25]1[C:20]2[S:19][C:18]([CH2:27][C:28]3[CH:33]=[CH:32][CH:31]=[C:30]([C:34]([F:37])([F:35])[F:36])[CH:29]=3)=[C:17]([F:16])[C:21]=2[CH:22]=[CH:23][CH:24]=1)(=[O:8])=[O:9], predict the reactants needed to synthesize it. The reactants are: FC(F)(F)S([O:6][S:7]([C:10]([F:13])([F:12])[F:11])(=[O:9])=[O:8])(=O)=O.[F:16][C:17]1[C:21]2[CH:22]=[CH:23][CH:24]=[C:25](O)[C:20]=2[S:19][C:18]=1[CH2:27][C:28]1[CH:33]=[CH:32][CH:31]=[C:30]([C:34]([F:37])([F:36])[F:35])[CH:29]=1.Cl.